Dataset: Full USPTO retrosynthesis dataset with 1.9M reactions from patents (1976-2016). Task: Predict the reactants needed to synthesize the given product. Given the product [ClH:36].[Cl:36][C:18]1[CH:17]=[C:16]([NH:15][C:13]2[C:14]3[N:6]([CH2:5][CH2:4][NH:3][C:40](=[O:41])[CH2:39][C:38]([OH:37])([CH3:44])[CH3:43])[CH:7]=[CH:8][C:9]=3[N:10]=[CH:11][N:12]=2)[CH:21]=[CH:20][C:19]=1[O:22][C:23]1[CH:28]=[CH:27][CH:26]=[C:25]([C:29]([F:35])([F:34])[C:30]([CH3:33])([CH3:31])[CH3:32])[CH:24]=1, predict the reactants needed to synthesize it. The reactants are: Cl.Cl.[NH2:3][CH2:4][CH2:5][N:6]1[C:14]2[C:13]([NH:15][C:16]3[CH:21]=[CH:20][C:19]([O:22][C:23]4[CH:28]=[CH:27][CH:26]=[C:25]([C:29]([F:35])([F:34])[C:30]([CH3:33])([CH3:32])[CH3:31])[CH:24]=4)=[C:18]([Cl:36])[CH:17]=3)=[N:12][CH:11]=[N:10][C:9]=2[CH:8]=[CH:7]1.[OH:37][C:38]([CH3:44])([CH3:43])[CH2:39][C:40](O)=[O:41].Cl.C(N=C=NCCCN(C)C)C.O.ON1C2C=CC=CC=2N=N1.